The task is: Predict the product of the given reaction.. This data is from Forward reaction prediction with 1.9M reactions from USPTO patents (1976-2016). (1) The product is: [Br:1][C:2]1[CH:3]=[CH:4][C:5]([C:8]([N:15]2[CH2:16][CH2:17][N:12]([CH3:11])[CH2:13][CH2:14]2)=[O:10])=[N:6][CH:7]=1. Given the reactants [Br:1][C:2]1[CH:3]=[CH:4][C:5]([C:8]([OH:10])=O)=[N:6][CH:7]=1.[CH3:11][N:12]1[CH2:17][CH2:16][NH:15][CH2:14][CH2:13]1.C1C=CC2N(O)N=NC=2C=1.C(N(CC)CC)C, predict the reaction product. (2) Given the reactants [CH3:1][O:2][C:3]1[C:4]([OH:20])=[C:5]([C:9]2[N:13]([C:14]3[CH:19]=[CH:18][CH:17]=[CH:16][CH:15]=3)[N:12]=[CH:11][CH:10]=2)[N:6]=[N:7][CH:8]=1.[CH2:21]1[C:30]2[C:25](=[CH:26][CH:27]=[CH:28][CH:29]=2)[CH2:24][CH2:23][CH:22]1O.C1(P(C2C=CC=CC=2)C2C=CC=CC=2)C=CC=CC=1.CC(OC(/N=N/C(OC(C)C)=O)=O)C.C1(C)C=CC=CC=1, predict the reaction product. The product is: [CH3:1][O:2][C:3]1[C:4](=[O:20])[C:5]([C:9]2[N:13]([C:14]3[CH:19]=[CH:18][CH:17]=[CH:16][CH:15]=3)[N:12]=[CH:11][CH:10]=2)=[N:6][N:7]([CH:27]2[CH2:28][CH2:29][C:30]3[C:25](=[CH:24][CH:23]=[CH:22][CH:21]=3)[CH2:26]2)[CH:8]=1. (3) Given the reactants [Cl:1][C:2]1[C:3]([CH2:12][CH3:13])=[C:4]([C:7]([CH2:10][CH3:11])=[CH:8][CH:9]=1)[CH:5]=O.[C:14](Br)(Br)([Br:16])[Br:15].C1(P(C2C=CC=CC=2)C2C=CC=CC=2)C=CC=CC=1, predict the reaction product. The product is: [Cl:1][C:2]1[CH:9]=[CH:8][C:7]([CH2:10][CH3:11])=[C:4]([CH:5]=[C:14]([Br:16])[Br:15])[C:3]=1[CH2:12][CH3:13]. (4) Given the reactants Br[C:2]1[CH:7]=[CH:6][CH:5]=[CH:4][N:3]=1.C([Li])CCC.[CH2:13]1[O:23][C:16]2([CH2:21][CH2:20][C:19](=[O:22])[CH2:18][CH2:17]2)[O:15][CH2:14]1, predict the reaction product. The product is: [N:3]1[CH:4]=[CH:5][CH:6]=[CH:7][C:2]=1[C:19]1([OH:22])[CH2:20][CH2:21][C:16]2([O:23][CH2:13][CH2:14][O:15]2)[CH2:17][CH2:18]1. (5) The product is: [CH2:28]([C:30]1[N:31]([C:2]2[N:10]=[C:9]3[C:5]([N:6]=[C:7]([CH2:12][CH2:13][N:14]4[CH2:19][CH2:18][O:17][C:16]([CH3:21])([CH3:20])[CH2:15]4)[N:8]3[CH3:11])=[C:4]([N:22]3[CH2:27][CH2:26][O:25][CH2:24][CH2:23]3)[N:3]=2)[C:32]2[CH:38]=[CH:37][CH:36]=[CH:35][C:33]=2[N:34]=1)[CH3:29]. Given the reactants Cl[C:2]1[N:10]=[C:9]2[C:5]([N:6]=[C:7]([CH2:12][CH2:13][N:14]3[CH2:19][CH2:18][O:17][C:16]([CH3:21])([CH3:20])[CH2:15]3)[N:8]2[CH3:11])=[C:4]([N:22]2[CH2:27][CH2:26][O:25][CH2:24][CH2:23]2)[N:3]=1.[CH2:28]([C:30]1[NH:31][C:32]2[CH:38]=[CH:37][CH:36]=[CH:35][C:33]=2[N:34]=1)[CH3:29].CC(C1C=C(C(C)C)C(C2C=CC=CC=2P(C2CCCCC2)C2CCCCC2)=C(C(C)C)C=1)C.C([O-])([O-])=O.[Cs+].[Cs+], predict the reaction product. (6) Given the reactants [CH3:1][C:2]1([C:5](=[O:7])[CH3:6])[CH2:4][CH2:3]1.Br[Mg][C:10]#[CH:11], predict the reaction product. The product is: [CH3:1][C:2]1([C:5]([OH:7])([C:10]#[CH:11])[CH3:6])[CH2:4][CH2:3]1. (7) Given the reactants CN(C)C=O.Cl[C:7]1[CH:8]=[CH:9][C:10]([N+:14]([O-:16])=[O:15])=[C:11]([CH:13]=1)[NH2:12].[NH:17]1[CH:21]=[CH:20][CH:19]=[N:18]1.[OH-].[K+], predict the reaction product. The product is: [N+:14]([C:10]1[CH:9]=[CH:8][C:7]([N:17]2[CH:21]=[CH:20][CH:19]=[N:18]2)=[CH:13][C:11]=1[NH2:12])([O-:16])=[O:15]. (8) Given the reactants [S:1]1[CH2:5][CH2:4][NH:3][CH:2]1[CH2:6][C:7]([O:9][CH2:10][CH3:11])=[O:8].[C:12]1([S:18](Cl)(=[O:20])=[O:19])[CH:17]=[CH:16][CH:15]=[CH:14][CH:13]=1, predict the reaction product. The product is: [C:12]1([S:18]([N:3]2[CH2:4][CH2:5][S:1][CH:2]2[CH2:6][C:7]([O:9][CH2:10][CH3:11])=[O:8])(=[O:20])=[O:19])[CH:17]=[CH:16][CH:15]=[CH:14][CH:13]=1. (9) Given the reactants [NH:1]1[CH:5]=[CH:4][C:3]([C:6]2[CH:7]=[N:8][N:9]3[CH:14]=[CH:13][CH:12]=[CH:11][C:10]=23)=[N:2]1.[CH3:15][C:16]1[CH:21]=[CH:20][C:19]([N+:22]([O-:24])=[O:23])=[CH:18][C:17]=1[S:25](Cl)(=[O:27])=[O:26].CCN(CC)CC, predict the reaction product. The product is: [CH3:15][C:16]1[CH:21]=[CH:20][C:19]([N+:22]([O-:24])=[O:23])=[CH:18][C:17]=1[S:25]([N:1]1[CH:5]=[CH:4][C:3]([C:6]2[CH:7]=[N:8][N:9]3[CH:14]=[CH:13][CH:12]=[CH:11][C:10]=23)=[N:2]1)(=[O:27])=[O:26]. (10) Given the reactants [CH:1]1([C:4]2[C:5]([O:21][CH2:22][C:23]([F:26])([F:25])[F:24])=[CH:6][C:7]([C:10]([NH:12][CH:13]([C:17]([CH3:20])([CH3:19])[CH3:18])[C:14]([OH:16])=O)=[O:11])=[N:8][CH:9]=2)[CH2:3][CH2:2]1.Cl.[CH3:28][NH:29][CH3:30], predict the reaction product. The product is: [CH:1]1([C:4]2[C:5]([O:21][CH2:22][C:23]([F:24])([F:25])[F:26])=[CH:6][C:7]([C:10]([NH:12][CH:13]([C:17]([CH3:19])([CH3:18])[CH3:20])[C:14]([N:29]([CH3:30])[CH3:28])=[O:16])=[O:11])=[N:8][CH:9]=2)[CH2:2][CH2:3]1.